From a dataset of Forward reaction prediction with 1.9M reactions from USPTO patents (1976-2016). Predict the product of the given reaction. (1) Given the reactants Cl[C:2]1[CH:7]=[C:6]([C:8]([OH:10])=[O:9])[CH:5]=[CH:4][N:3]=1.[CH2:11](CN)[C:12]1[CH:17]=[CH:16][CH:15]=[CH:14][CH:13]=1.[CH2:20]([N:22](CC)CC)C, predict the reaction product. The product is: [CH2:11]([N:22]([CH3:20])[C:2]1[CH:7]=[C:6]([CH:5]=[CH:4][N:3]=1)[C:8]([OH:10])=[O:9])[C:12]1[CH:13]=[CH:14][CH:15]=[CH:16][CH:17]=1. (2) Given the reactants C[O:2][C:3]([C:5]1[CH:6]=[C:7]([NH:15][CH2:16][C:17]2[C:22]([CH3:23])=[CH:21][CH:20]=[CH:19][C:18]=2[CH2:24][CH3:25])[C:8]2[N:9]([N:11]=[C:12]([CH3:14])[N:13]=2)[CH:10]=1)=O.[H-].[Al+3].[Li+].[H-].[H-].[H-], predict the reaction product. The product is: [CH2:24]([C:18]1[CH:19]=[CH:20][CH:21]=[C:22]([CH3:23])[C:17]=1[CH2:16][NH:15][C:7]1[C:8]2[N:9]([N:11]=[C:12]([CH3:14])[N:13]=2)[CH:10]=[C:5]([CH2:3][OH:2])[CH:6]=1)[CH3:25]. (3) Given the reactants [F:1][C:2]1[CH:7]=[CH:6][C:5]([C:8]2[C:16]([C:17](=[O:20])[NH:18][CH3:19])=[C:15]3[N:10]([N:11]=[CH:12][C:13]([C:21]4[C:22]([CH3:33])=[CH:23][C:24]([O:31][CH3:32])=[C:25]([CH:30]=4)[C:26]([O:28]C)=[O:27])=[CH:14]3)[N:9]=2)=[CH:4][CH:3]=1.[OH-].[Na+].Cl, predict the reaction product. The product is: [F:1][C:2]1[CH:7]=[CH:6][C:5]([C:8]2[C:16]([C:17](=[O:20])[NH:18][CH3:19])=[C:15]3[N:10]([N:11]=[CH:12][C:13]([C:21]4[C:22]([CH3:33])=[CH:23][C:24]([O:31][CH3:32])=[C:25]([CH:30]=4)[C:26]([OH:28])=[O:27])=[CH:14]3)[N:9]=2)=[CH:4][CH:3]=1. (4) Given the reactants C([O:3][C:4](=O)[CH2:5][CH2:6][CH2:7][CH2:8][CH2:9][N:10]1[C:22]2[CH:21]=[CH:20][CH:19]=[CH:18][C:17]=2[C:16]2[C:11]1=[CH:12][CH:13]=[CH:14][CH:15]=2)C.Cl.[NH2:25][OH:26].C[O-].[Na+], predict the reaction product. The product is: [OH:26][NH:25][C:4](=[O:3])[CH2:5][CH2:6][CH2:7][CH2:8][CH2:9][N:10]1[C:22]2[CH:21]=[CH:20][CH:19]=[CH:18][C:17]=2[C:16]2[C:11]1=[CH:12][CH:13]=[CH:14][CH:15]=2. (5) Given the reactants [CH3:1][O:2][C:3]1[CH:22]=[CH:21][C:6]([O:7][C:8]2[C:16]([CH3:17])=[CH:15][C:14]([N+:18]([O-:20])=[O:19])=[C:13]3[C:9]=2[CH2:10][CH2:11][CH2:12]3)=[CH:5][CH:4]=1.[C:23]1([CH2:29][C:30](O)=[O:31])[CH:28]=[CH:27][CH:26]=[CH:25][CH:24]=1, predict the reaction product. The product is: [CH3:1][O:2][C:3]1[CH:22]=[CH:21][C:6]([O:7][C:8]2[C:16]([CH3:17])=[CH:15][C:14]([N+:18]([O-:20])=[O:19])=[C:13]3[C:9]=2[CH2:10][CH2:11][CH2:12]3)=[CH:5][C:4]=1[C:30](=[O:31])[CH2:29][C:23]1[CH:28]=[CH:27][CH:26]=[CH:25][CH:24]=1. (6) Given the reactants [C:1]([O:5][C:6]([NH:8][C@H:9]([C:23]([O:25]C)=[O:24])[CH2:10][C:11]1[CH:16]=[CH:15][C:14]([O:17][C@H:18]2[CH2:21][C@@H:20]([F:22])[CH2:19]2)=[CH:13][CH:12]=1)=[O:7])([CH3:4])([CH3:3])[CH3:2].Cl, predict the reaction product. The product is: [C:1]([O:5][C:6]([NH:8][C@H:9]([C:23]([OH:25])=[O:24])[CH2:10][C:11]1[CH:16]=[CH:15][C:14]([O:17][C@H:18]2[CH2:21][C@@H:20]([F:22])[CH2:19]2)=[CH:13][CH:12]=1)=[O:7])([CH3:4])([CH3:2])[CH3:3]. (7) Given the reactants C[Mg]Br.CCO[CH2:7][CH3:8].[Cl:9][C:10]1[N:15]=C(Cl)[N:13]=[C:12]([Cl:17])[N:11]=1.C(Cl)Cl.[O-][Mn](=O)(=O)=O.[K+], predict the reaction product. The product is: [Cl:9][C:10]1[N:11]=[C:12]([Cl:17])[N:13]=[C:7]([CH3:8])[N:15]=1.